From a dataset of Full USPTO retrosynthesis dataset with 1.9M reactions from patents (1976-2016). Predict the reactants needed to synthesize the given product. Given the product [N+:35]([C:26]1[CH:27]=[C:28]([S:31]([NH2:34])(=[O:32])=[O:33])[CH:29]=[CH:30][C:25]=1[NH:1][CH2:2][CH2:3][N:4]1[CH2:9][CH2:8][NH:7][C:6](=[O:10])[CH2:5]1)([O-:37])=[O:36], predict the reactants needed to synthesize it. The reactants are: [NH2:1][CH2:2][CH2:3][N:4]1[CH2:9][CH2:8][NH:7][C:6](=[O:10])[CH2:5]1.C(N(CC)CC)C.O1CCOCC1.Cl[C:25]1[CH:30]=[CH:29][C:28]([S:31]([NH2:34])(=[O:33])=[O:32])=[CH:27][C:26]=1[N+:35]([O-:37])=[O:36].